Dataset: Full USPTO retrosynthesis dataset with 1.9M reactions from patents (1976-2016). Task: Predict the reactants needed to synthesize the given product. (1) Given the product [C:21]([N:20]1[C:18]2[CH:19]=[C:14]([C:11](=[O:13])[CH3:12])[CH:15]=[C:16]([C:25]([CH3:28])([CH3:27])[CH3:26])[C:17]=2[O:24][CH2:9][CH2:8]1)(=[O:23])[CH3:22], predict the reactants needed to synthesize it. The reactants are: C(=O)([O-])[O-].[K+].[K+].Br[CH2:8][CH2:9]Br.[C:11]([C:14]1[CH:15]=[C:16]([C:25]([CH3:28])([CH3:27])[CH3:26])[C:17]([OH:24])=[C:18]([NH:20][C:21](=[O:23])[CH3:22])[CH:19]=1)(=[O:13])[CH3:12]. (2) Given the product [Cl:25][C:11]([C:5]1[CH:4]=[C:3]([O:2][CH3:1])[CH:8]=[C:7]([O:9][CH3:10])[CH:6]=1)([CH3:22])[CH2:12][CH2:13][CH2:14][CH2:15][C:16]#[C:17][Si:18]([CH3:21])([CH3:20])[CH3:19], predict the reactants needed to synthesize it. The reactants are: [CH3:1][O:2][C:3]1[CH:4]=[C:5]([C:11](O)([CH3:22])[CH2:12][CH2:13][CH2:14][CH2:15][C:16]#[C:17][Si:18]([CH3:21])([CH3:20])[CH3:19])[CH:6]=[C:7]([O:9][CH3:10])[CH:8]=1.C(Cl)(Cl)(Cl)[Cl:25]. (3) Given the product [CH3:1][N:2]1[C:11](=[O:12])[C:10]2[N:9]([CH2:13][CH:14]=[C:15]([CH3:17])[CH3:16])[C:8]([CH:18]3[CH2:23][CH2:22][N:21]([NH2:24])[CH2:20][CH2:19]3)=[N:7][C:6]=2[N:5]([CH3:26])[C:3]1=[O:4], predict the reactants needed to synthesize it. The reactants are: [CH3:1][N:2]1[C:11](=[O:12])[C:10]2[N:9]([CH2:13][CH:14]=[C:15]([CH3:17])[CH3:16])[C:8]([CH:18]3[CH2:23][CH2:22][N:21]([N:24]=O)[CH2:20][CH2:19]3)=[N:7][C:6]=2[N:5]([CH3:26])[C:3]1=[O:4]. (4) Given the product [CH2:37]([O:44][CH2:45][C@H:46]([OH:47])[CH2:48][NH:1][CH2:2][C@@H:3]1[C@H:6]([NH:7][C:8](=[O:35])/[C:9](=[N:23]\[O:24][C:25]([CH3:34])([CH3:33])[C:26]([O:28][C:29]([CH3:32])([CH3:31])[CH3:30])=[O:27])/[C:10]2[N:11]=[C:12]([NH:15][C:16]([O:18][C:19]([CH3:22])([CH3:21])[CH3:20])=[O:17])[S:13][CH:14]=2)[C:5](=[O:36])[NH:4]1)[C:38]1[CH:43]=[CH:42][CH:41]=[CH:40][CH:39]=1, predict the reactants needed to synthesize it. The reactants are: [NH2:1][CH2:2][C@@H:3]1[C@H:6]([NH:7][C:8](=[O:35])/[C:9](=[N:23]\[O:24][C:25]([CH3:34])([CH3:33])[C:26]([O:28][C:29]([CH3:32])([CH3:31])[CH3:30])=[O:27])/[C:10]2[N:11]=[C:12]([NH:15][C:16]([O:18][C:19]([CH3:22])([CH3:21])[CH3:20])=[O:17])[S:13][CH:14]=2)[C:5](=[O:36])[NH:4]1.[CH2:37]([O:44][CH2:45][C@H:46]1[CH2:48][O:47]1)[C:38]1[CH:43]=[CH:42][CH:41]=[CH:40][CH:39]=1. (5) Given the product [ClH:35].[NH2:34][C:4]1[C:7](=[O:8])[C:6](=[O:9])[C:5]=1[NH:10][C@H:11]1[CH2:16][CH2:15][C@H:14]([CH2:17][CH2:18][N:19]2[CH2:23][C@H:22]3[C:24]4[CH:25]=[C:26]([C:32]#[N:33])[CH:27]=[CH:28][C:29]=4[O:30][CH2:31][C@@H:21]3[CH2:20]2)[CH2:13][CH2:12]1, predict the reactants needed to synthesize it. The reactants are: C(O[C:4]1[C:7](=[O:8])[C:6](=[O:9])[C:5]=1[NH:10][C@H:11]1[CH2:16][CH2:15][C@H:14]([CH2:17][CH2:18][N:19]2[CH2:23][C@H:22]3[C:24]4[CH:25]=[C:26]([C:32]#[N:33])[CH:27]=[CH:28][C:29]=4[O:30][CH2:31][C@@H:21]3[CH2:20]2)[CH2:13][CH2:12]1)C.[NH3:34].[ClH:35]. (6) Given the product [OH:19][CH2:16][C:17]#[C:18][C:2]1[N:10]2[C:5]([CH:6]=[CH:7][CH:8]=[CH:9]2)=[CH:4][C:3]=1[C:11]([O:13][CH2:14][CH3:15])=[O:12], predict the reactants needed to synthesize it. The reactants are: I[C:2]1[N:10]2[C:5]([CH:6]=[CH:7][CH:8]=[CH:9]2)=[CH:4][C:3]=1[C:11]([O:13][CH2:14][CH3:15])=[O:12].[CH2:16]([OH:19])[C:17]#[CH:18]. (7) Given the product [C:1]([OH:8])(=[O:7])/[CH:2]=[CH:3]\[C:4]([OH:6])=[O:5].[CH:9]1([C:12]2[CH:17]=[C:16]([CH2:18][N:19]3[CH2:24][CH2:23][CH:22]([N:25]4[CH2:34][CH2:33][C:32]5[N:31]=[C:30]([CH2:35][CH2:36][CH3:37])[C:29]([C:38]([OH:40])=[O:39])=[CH:28][C:27]=5[C:26]4=[O:41])[CH2:21][CH2:20]3)[C:15]([O:42][CH2:43][CH3:44])=[CH:14][C:13]=2[C:45]2[CH:50]=[CH:49][C:48]([F:51])=[CH:47][C:46]=2[F:52])[CH2:10][CH2:11]1, predict the reactants needed to synthesize it. The reactants are: [C:1]([OH:8])(=[O:7])/[CH:2]=[CH:3]\[C:4]([OH:6])=[O:5].[CH:9]1([C:12]2[CH:17]=[C:16]([CH2:18][N:19]3[CH2:24][CH2:23][CH:22]([N:25]4[CH2:34][CH2:33][C:32]5[N:31]=[C:30]([CH2:35][CH2:36][CH3:37])[C:29]([C:38]([OH:40])=[O:39])=[CH:28][C:27]=5[C:26]4=[O:41])[CH2:21][CH2:20]3)[C:15]([O:42][CH2:43][CH3:44])=[CH:14][C:13]=2[C:45]2[CH:50]=[CH:49][C:48]([F:51])=[CH:47][C:46]=2[F:52])[CH2:11][CH2:10]1. (8) Given the product [C:29]([C:8]1[CH:7]=[N:6][N:5]2[CH:32]=[C:2]([C:37]3[CH:36]=[N:35][N:34]([CH3:33])[CH:38]=3)[CH:3]=[C:4]2[C:9]=1[NH:10][C@H:11]1[C:15]2([CH2:18][CH2:17][CH2:16]2)[CH2:14][N:13]([C:19]([O:21][CH2:22][C:23]2[CH:28]=[CH:27][CH:26]=[CH:25][CH:24]=2)=[O:20])[CH2:12]1)(=[O:31])[NH2:30], predict the reactants needed to synthesize it. The reactants are: Br[C:2]1[CH:3]=[C:4]2[C:9]([NH:10][C@H:11]3[C:15]4([CH2:18][CH2:17][CH2:16]4)[CH2:14][N:13]([C:19]([O:21][CH2:22][C:23]4[CH:28]=[CH:27][CH:26]=[CH:25][CH:24]=4)=[O:20])[CH2:12]3)=[C:8]([C:29](=[O:31])[NH2:30])[CH:7]=[N:6][N:5]2[CH:32]=1.[CH3:33][N:34]1[CH:38]=[C:37](B2OC(C)(C)C(C)(C)O2)[CH:36]=[N:35]1.P([O-])([O-])([O-])=O.[K+].[K+].[K+].N#N.